This data is from Catalyst prediction with 721,799 reactions and 888 catalyst types from USPTO. The task is: Predict which catalyst facilitates the given reaction. (1) Reactant: [NH2:1][C:2]1[CH:6]=[C:5]([C:7]2[CH:12]=[CH:11][N:10]=[CH:9][CH:8]=2)[S:4][C:3]=1[C:13]([NH2:15])=[O:14].[F:16][C:17]([F:23])([F:22])[CH2:18][C:19](=O)[CH3:20].O.C1(C)C=CC(S(O)(=O)=O)=CC=1.C(=O)([O-])O.[Na+]. Product: [CH3:20][C:19]1([CH2:18][C:17]([F:23])([F:22])[F:16])[NH:1][C:2]2[CH:6]=[C:5]([C:7]3[CH:8]=[CH:9][N:10]=[CH:11][CH:12]=3)[S:4][C:3]=2[C:13](=[O:14])[NH:15]1. The catalyst class is: 15. (2) Reactant: [NH:1]1[CH2:6][CH2:5][CH2:4][N:3]=[CH:2]1.Br[CH2:8][C:9]1[CH:10]=[CH:11][C:12]([Cl:15])=[N:13][CH:14]=1. Product: [Cl:15][C:12]1[N:13]=[CH:14][C:9]([CH2:8][N:3]2[CH2:4][CH2:5][CH2:6][N:1]=[CH:2]2)=[CH:10][CH:11]=1. The catalyst class is: 10. (3) Reactant: CC1C=CC(S(O[CH:12]2[CH2:40][CH2:39][C:15]3([O:19][N:18]=[C:17]([C:20]4[C:21]([NH:32][CH:33]5[CH2:38][CH2:37][CH2:36][CH2:35][CH2:34]5)=[C:22]5[C:28](C)=[N:27][N:26]([CH2:30][CH3:31])[C:23]5=[N:24][CH:25]=4)[CH2:16]3)[CH2:14][CH2:13]2)(=O)=O)=CC=1.[N-:41]=[N+:42]=[N-:43].[Na+].O. Product: [N:41]([CH:12]1[CH2:40][CH2:39][C:15]2([O:19][N:18]=[C:17]([C:20]3[CH:25]=[N:24][C:23]4[N:26]([CH2:30][CH3:31])[N:27]=[CH:28][C:22]=4[C:21]=3[NH:32][CH:33]3[CH2:38][CH2:37][CH2:36][CH2:35][CH2:34]3)[CH2:16]2)[CH2:14][CH2:13]1)=[N+:42]=[N-:43]. The catalyst class is: 9. (4) Reactant: [CH2:1]([O:3][C:4](=[O:30])[C:5]([CH3:29])([CH:11]1[CH2:20][CH2:19][C:18]2[C:13](=[CH:14][CH:15]=[C:16]([CH2:21][CH2:22][CH2:23][CH2:24][CH2:25][CH2:26][CH2:27][CH3:28])[CH:17]=2)[CH2:12]1)[C:6]([O:8]CC)=[O:7])[CH3:2].[OH-].[K+]. Product: [CH2:1]([O:3][C:4](=[O:30])[C:5]([CH3:29])([CH:11]1[CH2:20][CH2:19][C:18]2[C:13](=[CH:14][CH:15]=[C:16]([CH2:21][CH2:22][CH2:23][CH2:24][CH2:25][CH2:26][CH2:27][CH3:28])[CH:17]=2)[CH2:12]1)[C:6]([OH:8])=[O:7])[CH3:2]. The catalyst class is: 14.